This data is from Full USPTO retrosynthesis dataset with 1.9M reactions from patents (1976-2016). The task is: Predict the reactants needed to synthesize the given product. (1) Given the product [NH2:71][CH2:72][CH2:73][CH2:74][CH2:75][C@H:76]([NH:84][C:85]([NH:87][C@@H:88]1[CH2:103][C:102]2=[CH:101][CH:100]=[C:99]([CH:105]=[CH:104]2)[O:98][CH2:119][CH:116]([OH:120])[CH:118]([OH:22])[CH2:94][O:93][CH2:92][C@H:91]([CH:106]([CH3:107])[CH3:108])[NH:90][C:89]1=[O:109])=[O:86])[C:77]([OH:79])=[O:78], predict the reactants needed to synthesize it. The reactants are: CC[C@H]1[C@H]2C[C@H]([C@H](OC3C4C(=CC=CC=4)C(O[C@H](C4C=CN=C5C=4C=C(OC)C=C5)[C@@H]4N5C[C@H](CC)[C@@H](CC5)C4)=NN=3)C3C=CN=C4C=3C=C([O:22]C)C=C4)N(CC2)C1.CS(N)(=O)=O.C(OC([NH:71][CH2:72][CH2:73][CH2:74][CH2:75][C@H:76]([NH:84][C:85]([NH:87][C@@H:88]1[CH2:103][C:102]2=[CH:104][CH:105]=[C:99]([CH:100]=[CH:101]2)[O:98]CC=C[CH2:94][O:93][CH2:92][C@H:91]([CH:106]([CH3:108])[CH3:107])[NH:90][C:89]1=[O:109])=[O:86])[C:77]([O:79]C(C)(C)C)=[O:78])=O)(C)(C)C.S([O-])([O-])=O.[Na+].[Na+].[C:116]([OH:120])([CH3:119])([CH3:118])C.O. (2) The reactants are: [CH3:1][O:2][C:3]1[CH:8]=[C:7]([O:9][CH3:10])[C:6]([O:11][CH3:12])=[CH:5][C:4]=1[CH2:13][CH2:14][CH3:15].ClC1C(=O)C(C#N)=C(C#N)C(=O)C=1Cl. Given the product [CH3:15]/[CH:14]=[CH:13]/[C:4]1[CH:5]=[C:6]([O:11][CH3:12])[C:7]([O:9][CH3:10])=[CH:8][C:3]=1[O:2][CH3:1], predict the reactants needed to synthesize it.